The task is: Predict which catalyst facilitates the given reaction.. This data is from Catalyst prediction with 721,799 reactions and 888 catalyst types from USPTO. (1) Reactant: [C:1]1([CH2:7][CH2:8][CH2:9][CH2:10][C:11]([OH:13])=O)[CH:6]=[CH:5][CH:4]=[CH:3][CH:2]=1.Cl.CN(C)[CH2:17][CH2:18][CH2:19][N:20]=C=NCC.O[N:27]1[C:31]2C=C[CH:34]=[CH:35][C:30]=2N=[N:28]1.NC1C=C(S(N)(=O)=[O:44])C=CC=1. Product: [C:1]1([CH2:7][CH2:8][CH2:9][CH2:10][C:11]([NH:20][C:19]2[CH:18]=[CH:17][C:30]([C:31]([NH:27][NH2:28])=[O:44])=[CH:35][CH:34]=2)=[O:13])[CH:2]=[CH:3][CH:4]=[CH:5][CH:6]=1. The catalyst class is: 3. (2) Reactant: [NH2:1][C@H:2]1[CH2:6][CH2:5][N:4]([C:7]2[N:12]=[CH:11][C:10]([N:13]([CH3:33])[C:14](=[O:32])[C:15]([C:18]3[CH:23]=[C:22]([C:24]([F:27])([F:26])[F:25])[CH:21]=[C:20]([C:28]([F:31])([F:30])[F:29])[CH:19]=3)([CH3:17])[CH3:16])=[C:9]([C:34]3[CH:39]=[CH:38][C:37]([F:40])=[CH:36][C:35]=3[CH3:41])[CH:8]=2)[CH2:3]1.C(N(CC)C(C)C)(C)C.[CH3:51][S:52](Cl)(=[O:54])=[O:53]. Product: [F:27][C:24]([F:25])([F:26])[C:22]1[CH:23]=[C:18]([C:15]([CH3:16])([CH3:17])[C:14]([N:13]([C:10]2[CH:11]=[N:12][C:7]([N:4]3[CH2:5][CH2:6][C@H:2]([NH:1][S:52]([CH3:51])(=[O:54])=[O:53])[CH2:3]3)=[CH:8][C:9]=2[C:34]2[CH:39]=[CH:38][C:37]([F:40])=[CH:36][C:35]=2[CH3:41])[CH3:33])=[O:32])[CH:19]=[C:20]([C:28]([F:29])([F:30])[F:31])[CH:21]=1. The catalyst class is: 154. (3) Reactant: [H-].[Na+].Br.Cl[C:5]1[C:14]2[CH2:13][CH2:12][CH2:11][CH2:10][C:9]=2[C:8]2=[N:15][N:16]=[C:17]([NH2:18])[N:7]2[N:6]=1.[CH3:19][CH2:20][CH:21]([OH:24])[CH2:22][CH3:23]. Product: [CH2:20]([CH:21]([O:24][C:5]1[C:14]2[CH2:13][CH2:12][CH2:11][CH2:10][C:9]=2[C:8]2=[N:15][N:16]=[C:17]([NH2:18])[N:7]2[N:6]=1)[CH2:22][CH3:23])[CH3:19]. The catalyst class is: 3. (4) Reactant: [F-:1].[K+].[F:3][C:4]([F:12])([C:8]([F:11])([F:10])[F:9])[C:5]([F:7])=[O:6].[C:13]([O:23][C:24]([C:30]([O:33][C:34](=[C:36]([F:38])[F:37])[F:35])([F:32])[F:31])([C:26]([F:29])([F:28])[F:27])[F:25])([C:16]([C:19]([F:22])([F:21])[F:20])([F:18])[F:17])([F:15])[F:14].C(O[CH:42]=[CH2:43])=C.S(OCC)(OCC)(=O)=O.[OH-].[K+]. Product: [C:13]([O:23][C:24]([C:30]([O:33][C:34]([C:5]([C:4]([C:8]([F:11])([F:10])[F:9])([F:12])[F:3])([O:6][CH2:42][CH3:43])[F:7])([C:36]([F:1])([F:37])[F:38])[F:35])([F:32])[F:31])([C:26]([F:28])([F:27])[F:29])[F:25])([C:16]([C:19]([F:22])([F:21])[F:20])([F:18])[F:17])([F:15])[F:14]. The catalyst class is: 270. (5) Reactant: [Cl:1][C:2]1[C:7]([F:8])=[CH:6][CH:5]=[C:4]([F:9])[C:3]=1[C:10]1[C:11](=[O:27])[NH:12][C:13]2[C:18]([C:19]=1[O:20][C:21](=[O:26])[C:22]([CH3:25])([CH3:24])[CH3:23])=[CH:17][N:16]=[CH:15][CH:14]=2.C(=O)([O-])[O-].[K+].[K+].CI.[C:36](#N)[CH3:37]. Product: [Cl:1][C:2]1[C:7]([F:8])=[CH:6][CH:5]=[C:4]([F:9])[C:3]=1[C:10]1[C:11](=[O:27])[N:12]([CH2:36][CH3:37])[C:13]2[C:18]([C:19]=1[O:20][C:21](=[O:26])[C:22]([CH3:23])([CH3:24])[CH3:25])=[CH:17][N:16]=[CH:15][CH:14]=2. The catalyst class is: 84. (6) Reactant: [C:1]1([C:7]#[C:8][C:9]2[CH:10]=[CH:11][C:12]([NH2:15])=[N:13][CH:14]=2)[CH:6]=[CH:5][CH:4]=[CH:3][CH:2]=1.[CH3:16][O:17][C:18]([CH3:23])([CH3:22])[C:19](O)=[O:20].F[B-](F)(F)F.BrC1C=CC=C[N+]=1CC.CCN(C(C)C)C(C)C. Product: [CH3:16][O:17][C:18]([CH3:23])([CH3:22])[C:19]([NH:15][C:12]1[CH:11]=[CH:10][C:9]([C:8]#[C:7][C:1]2[CH:6]=[CH:5][CH:4]=[CH:3][CH:2]=2)=[CH:14][N:13]=1)=[O:20]. The catalyst class is: 4. (7) Reactant: [OH:1][C@@H:2]([CH2:20][N:21]1[CH2:26][CH2:25][CH:24]([C:27]2[CH:36]=[CH:35][C:34]3[C:29](=[CH:30][CH:31]=[CH:32][CH:33]=3)[CH:28]=2)[CH2:23][CH2:22]1)[CH2:3][O:4][C:5]1[C:13]2[CH:12]=[C:11]([C:14]([N:16]([O:18][CH3:19])[CH3:17])=[O:15])[O:10][C:9]=2[CH:8]=[CH:7][CH:6]=1.[C:37](OC(=O)C)(=[O:39])[CH3:38]. Product: [C:37]([O:1][C@@H:2]([CH2:20][N:21]1[CH2:26][CH2:25][CH:24]([C:27]2[CH:36]=[CH:35][C:34]3[C:29](=[CH:30][CH:31]=[CH:32][CH:33]=3)[CH:28]=2)[CH2:23][CH2:22]1)[CH2:3][O:4][C:5]1[C:13]2[CH:12]=[C:11]([C:14]([N:16]([O:18][CH3:19])[CH3:17])=[O:15])[O:10][C:9]=2[CH:8]=[CH:7][CH:6]=1)(=[O:39])[CH3:38]. The catalyst class is: 17. (8) Product: [Cl:1][CH:2]([Cl:24])[C:3]([N:5]1[C@H:9]([CH2:10][F:31])[C@@H:8]([C:12]2[CH:17]=[CH:16][C:15]([S:18]([CH3:21])(=[O:20])=[O:19])=[CH:14][CH:13]=2)[O:7][C:6]1([CH3:23])[CH3:22])=[O:4]. The catalyst class is: 2. Reactant: [Cl:1][CH:2]([Cl:24])[C:3]([N:5]1[C@H:9]([CH2:10]O)[C@@H:8]([C:12]2[CH:17]=[CH:16][C:15]([S:18]([CH3:21])(=[O:20])=[O:19])=[CH:14][CH:13]=2)[O:7][C:6]1([CH3:23])[CH3:22])=[O:4].C(N(CC)C(F)(F)C(F)C(F)(F)[F:31])C. (9) Reactant: C(Cl)CCl.Cl.[O:6]=[C:7]1[NH:16][C:15]2[N:14]=[CH:13][C:12](/[CH:17]=[CH:18]/[C:19]([OH:21])=O)=[CH:11][C:10]=2[CH2:9][CH2:8]1.[CH3:22][NH:23][CH2:24][C:25]1[C:33]2[CH:32]=[CH:31][CH:30]=[CH:29][C:28]=2[N:27]2[CH2:34][CH2:35][CH2:36][C:26]=12.C1C=CC2N(O)N=NC=2C=1.CCN(CC)CC. Product: [CH2:36]1[C:26]2=[C:25]([CH2:24][N:23]([CH3:22])[C:19](=[O:21])/[CH:18]=[CH:17]/[C:12]3[CH:13]=[N:14][C:15]4[NH:16][C:7](=[O:6])[CH2:8][CH2:9][C:10]=4[CH:11]=3)[C:33]3[CH:32]=[CH:31][CH:30]=[CH:29][C:28]=3[N:27]2[CH2:34][CH2:35]1. The catalyst class is: 18. (10) Reactant: [C:1]([NH:5][C:6]1[C:11]([C:12]#[C:13][C:14]2[C:19]([Cl:20])=[CH:18][CH:17]=[CH:16][C:15]=2[Cl:21])=[CH:10][N:9]=[C:8]([Cl:22])[N:7]=1)([CH3:4])([CH3:3])[CH3:2].C(=O)([O-])[O-].[Cs+].[Cs+].CCOC(C)=O.O. Product: [C:1]([N:5]1[C:6]2[N:7]=[C:8]([Cl:22])[N:9]=[CH:10][C:11]=2[CH:12]=[C:13]1[C:14]1[C:15]([Cl:21])=[CH:16][CH:17]=[CH:18][C:19]=1[Cl:20])([CH3:4])([CH3:2])[CH3:3]. The catalyst class is: 10.